From a dataset of Forward reaction prediction with 1.9M reactions from USPTO patents (1976-2016). Predict the product of the given reaction. (1) Given the reactants [NH2:1][C@@H:2]1[CH2:8][O:7][CH2:6][CH2:5][N:4]([CH2:9][C:10]2[CH:15]=[CH:14][C:13]([O:16][CH3:17])=[CH:12][CH:11]=2)[C:3]1=O.CC(C[AlH]CC(C)C)C.O.[OH-].[Na+], predict the reaction product. The product is: [CH3:17][O:16][C:13]1[CH:12]=[CH:11][C:10]([CH2:9][N:4]2[CH2:3][C@H:2]([NH2:1])[CH2:8][O:7][CH2:6][CH2:5]2)=[CH:15][CH:14]=1. (2) Given the reactants [C:1]1([S:11]([C:14]2[CH:22]=[CH:21][C:20]3[N:19]([CH3:23])[C:18]4[CH2:24][CH:25]5[NH:29][CH:28]([C:17]=4[C:16]=3[C:15]=2C(OC(C)(C)C)=O)[CH2:27][CH2:26]5)(=[O:13])=[O:12])[C:10]2[C:5](=[CH:6][CH:7]=[CH:8][CH:9]=2)[CH:4]=[CH:3][CH:2]=1.[ClH:37], predict the reaction product. The product is: [ClH:37].[C:1]1([S:11]([C:14]2[CH:15]=[C:16]3[C:20](=[CH:21][CH:22]=2)[N:19]([CH3:23])[C:18]2[CH2:24][CH:25]4[NH:29][CH:28]([C:17]3=2)[CH2:27][CH2:26]4)(=[O:12])=[O:13])[C:10]2[C:5](=[CH:6][CH:7]=[CH:8][CH:9]=2)[CH:4]=[CH:3][CH:2]=1.